Dataset: Catalyst prediction with 721,799 reactions and 888 catalyst types from USPTO. Task: Predict which catalyst facilitates the given reaction. (1) Reactant: Cl[C:2]1[C:6]2[CH:7]=[CH:8][CH:9]=[CH:10][C:5]=2[O:4][N:3]=1.[C:11]([O:15][C:16]([N:18]1[CH2:23][CH2:22][NH:21][CH2:20][CH2:19]1)=[O:17])([CH3:14])([CH3:13])[CH3:12].C1CCN2C(=NCCC2)CC1. Product: [C:11]([O:15][C:16]([N:18]1[CH2:23][CH2:22][N:21]([C:2]2[C:6]3[CH:7]=[CH:8][CH:9]=[CH:10][C:5]=3[O:4][N:3]=2)[CH2:20][CH2:19]1)=[O:17])([CH3:14])([CH3:12])[CH3:13]. The catalyst class is: 17. (2) Reactant: [CH3:1][N:2]([CH3:48])[CH2:3][CH2:4][O:5][C:6](=[O:47])[C@@H:7]([NH:39]C(OC(C)(C)C)=O)[CH2:8][CH2:9][C:10](=[O:38])[NH:11][C:12]1[C:17]([C:18]2[O:22][N:21]=[C:20]([CH2:23][C:24]3[CH:29]=[CH:28][C:27]([CH2:30][O:31][C:32]4[CH:37]=[CH:36][CH:35]=[CH:34][N:33]=4)=[CH:26][CH:25]=3)[CH:19]=2)=[CH:16][CH:15]=[CH:14][N:13]=1.FC(F)(F)C(O)=O. Product: [CH3:48][N:2]([CH3:1])[CH2:3][CH2:4][O:5][C:6](=[O:47])[C@@H:7]([NH2:39])[CH2:8][CH2:9][C:10](=[O:38])[NH:11][C:12]1[C:17]([C:18]2[O:22][N:21]=[C:20]([CH2:23][C:24]3[CH:25]=[CH:26][C:27]([CH2:30][O:31][C:32]4[CH:37]=[CH:36][CH:35]=[CH:34][N:33]=4)=[CH:28][CH:29]=3)[CH:19]=2)=[CH:16][CH:15]=[CH:14][N:13]=1. The catalyst class is: 4. (3) Product: [CH3:1][C:2]1[CH:3]=[CH:4][C:5]([S:8]([O:11][C:12]2[CH:13]=[CH:14][CH:15]=[C:16]3[C:21]=2[C:20]([S:22]([O-:25])(=[O:24])=[O:23])=[CH:19][CH:18]=[CH:17]3)(=[O:9])=[O:10])=[CH:6][CH:7]=1.[C:41]1([S+:34]([C:28]2[CH:29]=[CH:30][CH:31]=[CH:32][CH:33]=2)[C:35]2[CH:40]=[CH:39][CH:38]=[CH:37][CH:36]=2)[CH:42]=[CH:43][CH:44]=[CH:45][CH:46]=1. Reactant: [CH3:1][C:2]1[CH:7]=[CH:6][C:5]([S:8]([O:11][C:12]2[CH:13]=[CH:14][CH:15]=[C:16]3[C:21]=2[C:20]([S:22]([O-:25])(=[O:24])=[O:23])=[CH:19][CH:18]=[CH:17]3)(=[O:10])=[O:9])=[CH:4][CH:3]=1.[Na+].[Cl-].[C:28]1([S+:34]([C:41]2[CH:46]=[CH:45][CH:44]=[CH:43][CH:42]=2)[C:35]2[CH:40]=[CH:39][CH:38]=[CH:37][CH:36]=2)[CH:33]=[CH:32][CH:31]=[CH:30][CH:29]=1. The catalyst class is: 4. (4) Reactant: [CH3:1][Si:2]([CH3:6])([CH3:5])[C:3]#[CH:4].N12CCN(CC1)CC2.Br[C:16]1[S:20][C:19]([C:21]2[N:22]=[C:23]3[N:27]([C:28]=2[NH:29][C:30]([CH3:33])([CH3:32])[CH3:31])[CH:26]=[CH:25][S:24]3)=[CH:18][CH:17]=1.C(Cl)Cl. Product: [C:30]([NH:29][C:28]1[N:27]2[C:23]([S:24][CH:25]=[CH:26]2)=[N:22][C:21]=1[C:19]1[S:20][C:16]([C:4]#[C:3][Si:2]([CH3:6])([CH3:5])[CH3:1])=[CH:17][CH:18]=1)([CH3:33])([CH3:31])[CH3:32]. The catalyst class is: 10. (5) Reactant: Cl[C:2]1[C:11]2[C:6](=[C:7](OC)[C:8](OC)=[CH:9][CH:10]=2)[N:5]=[CH:4][N:3]=1.Cl.CO[C@@H]1COC[C@H]1[NH2:24].O. Product: [N:5]1[C:6]2[C:11](=[CH:10][CH:9]=[CH:8][CH:7]=2)[C:2]([NH2:24])=[N:3][CH:4]=1. The catalyst class is: 32. (6) Reactant: Cl[C:2]1[CH:11]=[N:10][C:9]2[C:4](=[CH:5][C:6]([O:14]C)=[C:7]([O:12]C)[CH:8]=2)[N:3]=1.B(Br)(Br)[Br:17]. Product: [Br:17][C:2]1[CH:11]=[N:10][C:9]2[C:4](=[CH:5][C:6]([OH:14])=[C:7]([OH:12])[CH:8]=2)[N:3]=1. The catalyst class is: 2. (7) Reactant: [F:1][C:2]1[CH:7]=[CH:6][CH:5]=[C:4]([F:8])[C:3]=1[CH:9]1[O:13][N:12]=[C:11]([C:14](=[O:16])[CH3:15])[CH2:10]1.[Br:17]Br.BrBr.ClCCl. Product: [Br:17][CH2:15][C:14]([C:11]1[CH2:10][CH:9]([C:3]2[C:4]([F:8])=[CH:5][CH:6]=[CH:7][C:2]=2[F:1])[O:13][N:12]=1)=[O:16]. The catalyst class is: 4.